From a dataset of NCI-60 drug combinations with 297,098 pairs across 59 cell lines. Regression. Given two drug SMILES strings and cell line genomic features, predict the synergy score measuring deviation from expected non-interaction effect. (1) Drug 1: C1=CC=C(C=C1)NC(=O)CCCCCCC(=O)NO. Drug 2: CC1C(C(CC(O1)OC2CC(CC3=C2C(=C4C(=C3O)C(=O)C5=CC=CC=C5C4=O)O)(C(=O)C)O)N)O. Cell line: RXF 393. Synergy scores: CSS=71.8, Synergy_ZIP=-0.728, Synergy_Bliss=4.57, Synergy_Loewe=-7.32, Synergy_HSA=7.95. (2) Drug 1: C1CCC(CC1)NC(=O)N(CCCl)N=O. Drug 2: CCC1(CC2CC(C3=C(CCN(C2)C1)C4=CC=CC=C4N3)(C5=C(C=C6C(=C5)C78CCN9C7C(C=CC9)(C(C(C8N6C)(C(=O)OC)O)OC(=O)C)CC)OC)C(=O)OC)O.OS(=O)(=O)O. Cell line: SF-539. Synergy scores: CSS=33.6, Synergy_ZIP=-7.37, Synergy_Bliss=-8.93, Synergy_Loewe=-26.8, Synergy_HSA=-6.66. (3) Drug 1: CCC1=CC2CC(C3=C(CN(C2)C1)C4=CC=CC=C4N3)(C5=C(C=C6C(=C5)C78CCN9C7C(C=CC9)(C(C(C8N6C)(C(=O)OC)O)OC(=O)C)CC)OC)C(=O)OC.C(C(C(=O)O)O)(C(=O)O)O. Drug 2: C1=CC=C(C(=C1)C(C2=CC=C(C=C2)Cl)C(Cl)Cl)Cl. Cell line: HOP-62. Synergy scores: CSS=22.0, Synergy_ZIP=2.29, Synergy_Bliss=6.70, Synergy_Loewe=-27.6, Synergy_HSA=6.65. (4) Drug 1: CCCS(=O)(=O)NC1=C(C(=C(C=C1)F)C(=O)C2=CNC3=C2C=C(C=N3)C4=CC=C(C=C4)Cl)F. Drug 2: C1=C(C(=O)NC(=O)N1)N(CCCl)CCCl. Cell line: K-562. Synergy scores: CSS=49.8, Synergy_ZIP=21.6, Synergy_Bliss=22.0, Synergy_Loewe=-8.57, Synergy_HSA=20.3. (5) Drug 1: C1=CC(=C2C(=C1NCCNCCO)C(=O)C3=C(C=CC(=C3C2=O)O)O)NCCNCCO. Drug 2: CN(CC1=CN=C2C(=N1)C(=NC(=N2)N)N)C3=CC=C(C=C3)C(=O)NC(CCC(=O)O)C(=O)O. Cell line: NCI-H226. Synergy scores: CSS=44.6, Synergy_ZIP=5.00, Synergy_Bliss=8.46, Synergy_Loewe=1.37, Synergy_HSA=9.74. (6) Drug 1: C1CN(CCN1C(=O)CCBr)C(=O)CCBr. Drug 2: CCC1(C2=C(COC1=O)C(=O)N3CC4=CC5=C(C=CC(=C5CN(C)C)O)N=C4C3=C2)O.Cl. Cell line: NCI-H226. Synergy scores: CSS=14.2, Synergy_ZIP=-6.27, Synergy_Bliss=-4.44, Synergy_Loewe=-3.62, Synergy_HSA=-3.61. (7) Drug 1: COC1=C(C=C2C(=C1)N=CN=C2NC3=CC(=C(C=C3)F)Cl)OCCCN4CCOCC4. Cell line: RPMI-8226. Synergy scores: CSS=-1.35, Synergy_ZIP=-0.499, Synergy_Bliss=-2.68, Synergy_Loewe=-32.7, Synergy_HSA=-10.7. Drug 2: CN(C)C1=NC(=NC(=N1)N(C)C)N(C)C.